From a dataset of Full USPTO retrosynthesis dataset with 1.9M reactions from patents (1976-2016). Predict the reactants needed to synthesize the given product. (1) Given the product [F:9][C:10]1[CH:15]=[C:14]([F:16])[CH:13]=[CH:12][C:11]=1[C:2]1[CH:8]=[CH:7][C:5]([NH2:6])=[CH:4][CH:3]=1, predict the reactants needed to synthesize it. The reactants are: Br[C:2]1[CH:8]=[CH:7][C:5]([NH2:6])=[CH:4][CH:3]=1.[F:9][C:10]1[CH:15]=[C:14]([F:16])[CH:13]=[CH:12][C:11]=1B(O)O.C([O-])([O-])=O.[K+].[K+].O. (2) Given the product [CH2:15]([O:17][C:18]1[CH:19]=[C:20]([CH:21]2[C:8]([C:9]3[CH:13]=[CH:12][S:11][CH:10]=3)=[C:7]([C:6]3[N:2]([CH3:1])[N:3]=[CH:4][CH:5]=3)[NH:33][C:31](=[O:32])[NH:30]2)[CH:23]=[C:24]([N+:27]([O-:29])=[O:28])[C:25]=1[OH:26])[CH3:16], predict the reactants needed to synthesize it. The reactants are: [CH3:1][N:2]1[C:6]([C:7](=O)[CH2:8][C:9]2[CH:13]=[CH:12][S:11][CH:10]=2)=[CH:5][CH:4]=[N:3]1.[CH2:15]([O:17][C:18]1[CH:19]=[C:20]([CH:23]=[C:24]([N+:27]([O-:29])=[O:28])[C:25]=1[OH:26])[CH:21]=O)[CH3:16].[NH2:30][C:31]([NH2:33])=[O:32].Cl.